Dataset: Reaction yield outcomes from USPTO patents with 853,638 reactions. Task: Predict the reaction yield, written as a fraction of the theoretical maximum amount of product (1.0 means a 100% yield; for example, 0.34 means a 34% yield). (1) The reactants are [CH3:1][CH:2]([CH3:14])[CH2:3][CH:4]([OH:13])[CH2:5][CH2:6][C:7]1[CH:12]=[CH:11][CH:10]=[CH:9][CH:8]=1.[H-].[Na+].Cl[S:18]([N:21]=C=O)(=[O:20])=[O:19].C(O)=O. The catalyst is CC#N.CN(C=O)C. The product is [S:18](=[O:20])(=[O:19])([O:13][CH:4]([CH2:3][CH:2]([CH3:14])[CH3:1])[CH2:5][CH2:6][C:7]1[CH:12]=[CH:11][CH:10]=[CH:9][CH:8]=1)[NH2:21]. The yield is 0.740. (2) The reactants are [CH3:1][O:2][C:3](=[O:22])[C:4]1[CH:9]=[CH:8][C:7]([CH:10]([N:14]2[CH:18]=[CH:17][C:16]([N+:19]([O-])=O)=[N:15]2)[CH2:11][CH2:12][CH3:13])=[CH:6][CH:5]=1.CO.NN. The catalyst is C(OCC)(=O)C.[Ni].O. The product is [CH3:1][O:2][C:3](=[O:22])[C:4]1[CH:5]=[CH:6][C:7]([CH:10]([N:14]2[CH:18]=[CH:17][C:16]([NH2:19])=[N:15]2)[CH2:11][CH2:12][CH3:13])=[CH:8][CH:9]=1. The yield is 0.940. (3) The catalyst is CC(C)=O. The yield is 0.930. The reactants are [Br:1][C:2]1[CH:20]=[CH:19][C:5]([CH2:6][NH:7][C:8](=[O:18])[C:9]2[CH:14]=[C:13]([CH3:15])[C:12]([F:16])=[CH:11][C:10]=2[OH:17])=[C:4]([F:21])[CH:3]=1.C([O-])([O-])=O.[K+].[K+].[CH2:28]([O:30][C:31](=[O:34])[CH2:32]Br)[CH3:29]. The product is [CH2:28]([O:30][C:31](=[O:34])[CH2:32][O:17][C:10]1[CH:11]=[C:12]([F:16])[C:13]([CH3:15])=[CH:14][C:9]=1[C:8](=[O:18])[NH:7][CH2:6][C:5]1[CH:19]=[CH:20][C:2]([Br:1])=[CH:3][C:4]=1[F:21])[CH3:29]. (4) The reactants are [CH3:1][O:2][C:3]1[CH:4]=[C:5]2[C:10](=[CH:11][C:12]=1[O:13][CH3:14])[N:9]=[CH:8][N:7]=[C:6]2[O:15][C:16]1[CH:21]=[CH:20][C:19]([OH:22])=[CH:18][CH:17]=1.CO[C:25]1[CH:26]=[C:27]2[C:32](=[CH:33][C:34]=1OC)[N:31]=[CH:30][CH:29]=[C:28]2OC1C=CC(NC(NC2CCNCC2)=O)=CC=1.[C:54]1(P(C2C=CC=CC=2)C2C=CC=CC=2)C=CC=C[CH:55]=1.N(C(OCC)=O)=NC(OCC)=O. The catalyst is O1CCCC1. The product is [N:31]1([CH2:30][CH2:29][CH2:28][O:22][C:19]2[CH:20]=[CH:21][C:16]([O:15][C:6]3[C:5]4[C:10](=[CH:11][C:12]([O:13][CH3:14])=[C:3]([O:2][CH3:1])[CH:4]=4)[N:9]=[CH:8][N:7]=3)=[CH:17][CH:18]=2)[C:32]2[C:27](=[CH:26][CH:25]=[CH:34][CH:33]=2)[CH:55]=[CH:54]1. The yield is 0.0200. (5) The reactants are [I-].C[S+](C)(C)=O.[CH3:7]C([O-])(C)C.[K+].[CH2:13]([O:20][C:21]1[CH:26]=[CH:25][C:24](/[CH:27]=[CH:28]/[N+:29]([O-:31])=[O:30])=[CH:23][CH:22]=1)[C:14]1[CH:19]=[CH:18][CH:17]=[CH:16][CH:15]=1.O. The catalyst is CS(C)=O. The product is [CH2:13]([O:20][C:21]1[CH:26]=[CH:25][C:24]([C@H:27]2[CH2:7][C@@H:28]2[N+:29]([O-:31])=[O:30])=[CH:23][CH:22]=1)[C:14]1[CH:15]=[CH:16][CH:17]=[CH:18][CH:19]=1. The yield is 0.260. (6) The yield is 0.622. The product is [CH2:3]([O:11][C:12]1[CH:20]=[CH:19][C:15]([C:16]([OH:18])=[O:17])=[CH:14][CH:13]=1)[C:4]1[CH:9]=[CH:8][CH:7]=[CH:6][CH:5]=1. The reactants are [OH-].[K+].[CH2:3](Br)[C:4]1[CH:9]=[CH:8][CH:7]=[CH:6][CH:5]=1.[OH:11][C:12]1[CH:20]=[CH:19][C:15]([C:16]([OH:18])=[O:17])=[CH:14][CH:13]=1.Cl. The catalyst is CCO.O.O. (7) The reactants are [C:1]1([CH:7]([OH:13])[CH2:8][CH2:9][C:10]#[C:11][CH3:12])[CH:6]=[CH:5][CH:4]=[CH:3][CH:2]=1.C[Si]([O:18][S:19]([C:22]([F:25])([F:24])[F:23])(=[O:21])=[O:20])(C)C.C([O-])(O)=O.[Na+]. The catalyst is ClCCl.C(OCC)C. The product is [F:23][C:22]([F:25])([F:24])[S:19]([O:18]/[C:11](=[C:10]1/[CH:2]([CH:1]([CH3:7])[CH3:6])[O:13][CH:7]([C:1]2[CH:6]=[CH:5][CH:4]=[CH:3][CH:2]=2)[CH2:8][CH2:9]/1)/[CH3:12])(=[O:20])=[O:21]. The yield is 0.750.